This data is from Full USPTO retrosynthesis dataset with 1.9M reactions from patents (1976-2016). The task is: Predict the reactants needed to synthesize the given product. (1) Given the product [CH:19]([N:18]1[C:14]([C:12]2[N:13]=[C:6]3[C:5]4[CH:23]=[CH:24][C:2]([C:34]5[CH:33]=[N:32][N:31]([CH3:30])[CH:35]=5)=[CH:3][C:4]=4[O:10][CH2:9][CH2:8][N:7]3[CH:11]=2)=[N:15][C:16]([CH3:22])=[N:17]1)([CH3:21])[CH3:20], predict the reactants needed to synthesize it. The reactants are: Br[C:2]1[CH:24]=[CH:23][C:5]2[C:6]3[N:7]([CH:11]=[C:12]([C:14]4[N:18]([CH:19]([CH3:21])[CH3:20])[N:17]=[C:16]([CH3:22])[N:15]=4)[N:13]=3)[CH2:8][CH2:9][O:10][C:4]=2[CH:3]=1.C([O-])(=O)C.[K+].[CH3:30][N:31]1[CH:35]=[CH:34][C:33](B2OC(C)(C)C(C)(C)O2)=[N:32]1. (2) Given the product [F:33][C:27]1[CH:28]=[CH:29][CH:30]=[C:31]([F:32])[C:26]=1[NH:25][C:23](=[O:24])[C:22]1[CH:34]=[C:18]([C:9]2[N:10]=[C:11]3[CH:16]=[C:15]([F:17])[CH:14]=[CH:13][N:12]3[C:8]=2[C:6]2[CH:5]=[CH:4][N:3]=[C:2]([NH:41][C:40]3[CH:42]=[CH:43][C:44]([N:46]4[CH2:51][CH2:50][CH:49]([N:52]5[CH2:57][CH2:56][N:55]([S:58]([CH3:61])(=[O:60])=[O:59])[CH2:54][CH2:53]5)[CH2:48][CH2:47]4)=[CH:45][C:39]=3[O:38][CH3:37])[N:7]=2)[CH:19]=[CH:20][C:21]=1[O:35][CH3:36], predict the reactants needed to synthesize it. The reactants are: Cl[C:2]1[N:7]=[C:6]([C:8]2[N:12]3[CH:13]=[CH:14][C:15]([F:17])=[CH:16][C:11]3=[N:10][C:9]=2[C:18]2[CH:19]=[CH:20][C:21]([O:35][CH3:36])=[C:22]([CH:34]=2)[C:23]([NH:25][C:26]2[C:31]([F:32])=[CH:30][CH:29]=[CH:28][C:27]=2[F:33])=[O:24])[CH:5]=[CH:4][N:3]=1.[CH3:37][O:38][C:39]1[CH:45]=[C:44]([N:46]2[CH2:51][CH2:50][CH:49]([N:52]3[CH2:57][CH2:56][N:55]([S:58]([CH3:61])(=[O:60])=[O:59])[CH2:54][CH2:53]3)[CH2:48][CH2:47]2)[CH:43]=[CH:42][C:40]=1[NH2:41].Cl.O1CCOCC1.C[O-].[Na+]. (3) Given the product [Cl:17][C:18]1[C:19]([O:59][CH2:58][C:50]23[CH2:51][CH:52]4[CH2:53][CH:54]([CH2:55][C:48]([F:47])([CH2:57]4)[CH2:49]2)[CH2:56]3)=[CH:20][C:21]([F:33])=[C:22]([CH:32]=1)[C:23]([NH:25][S:26](=[O:31])(=[O:30])[N:27]([CH3:29])[CH3:28])=[O:24], predict the reactants needed to synthesize it. The reactants are: ClC1C(F)=CC(F)=C(C=1)C(NS(C)(=O)=O)=O.[Cl:17][C:18]1[C:19](F)=[CH:20][C:21]([F:33])=[C:22]([CH:32]=1)[C:23]([NH:25][S:26](=[O:31])(=[O:30])[N:27]([CH3:29])[CH3:28])=[O:24].C12(CO)CC3CC(CC(C3)C1)C2.[F:47][C:48]12[CH2:57][CH:52]3[CH2:53][CH:54]([CH2:56][C:50]([CH2:58][OH:59])([CH2:51]3)[CH2:49]1)[CH2:55]2.